From a dataset of Peptide-MHC class II binding affinity with 134,281 pairs from IEDB. Regression. Given a peptide amino acid sequence and an MHC pseudo amino acid sequence, predict their binding affinity value. This is MHC class II binding data. (1) The peptide sequence is SASVLSFMDKGIPFM. The MHC is DRB3_0301 with pseudo-sequence DRB3_0301. The binding affinity (normalized) is 0.404. (2) The peptide sequence is MMTGRMGERQLQKIE. The MHC is HLA-DQA10501-DQB10402 with pseudo-sequence HLA-DQA10501-DQB10402. The binding affinity (normalized) is 0.253.